From a dataset of Reaction yield outcomes from USPTO patents with 853,638 reactions. Predict the reaction yield, written as a fraction of the theoretical maximum amount of product (1.0 means a 100% yield; for example, 0.34 means a 34% yield). The reactants are [CH3:1][C:2]1([CH3:22])[C:7](=[O:8])[NH:6][C:5]2[CH:9]=[CH:10][C:11]([N:13]([S:18]([CH3:21])(=[O:20])=[O:19])[S:14]([CH3:17])(=[O:16])=[O:15])=[CH:12][C:4]=2[O:3]1.[F:23][C:24]1[CH:29]=[CH:28][C:27](B(O)O)=[CH:26][CH:25]=1.C(N(CCCC)CCCC)CCC. The catalyst is CN(C)C1C=CN=CC=1.O.C([O-])(=O)C.[Cu+2].C([O-])(=O)C.CS(C)=O. The product is [F:23][C:24]1[CH:29]=[CH:28][C:27]([N:6]2[C:5]3[CH:9]=[CH:10][C:11]([N:13]([S:18]([CH3:21])(=[O:19])=[O:20])[S:14]([CH3:17])(=[O:16])=[O:15])=[CH:12][C:4]=3[O:3][C:2]([CH3:22])([CH3:1])[C:7]2=[O:8])=[CH:26][CH:25]=1. The yield is 0.950.